This data is from Reaction yield outcomes from USPTO patents with 853,638 reactions. The task is: Predict the reaction yield, written as a fraction of the theoretical maximum amount of product (1.0 means a 100% yield; for example, 0.34 means a 34% yield). The reactants are [N-:1]=[C:2]=[S:3].[Na+].N1C=CC=CC=1.CS(O[N:16]=[C:17](Cl)[C@H:18]1[CH2:22][O:21][C:20]2([CH2:27][CH2:26][CH2:25][CH2:24][CH2:23]2)[O:19]1)(=O)=O.[CH2:29]([N:31]1[C:35]([O:36][C:37]2[C:38]([NH2:50])=[N:39][CH:40]=[C:41]([S:43][C:44]3[CH:49]=[CH:48][CH:47]=[CH:46][N:45]=3)[CH:42]=2)=[CH:34][CH:33]=[N:32]1)[CH3:30]. The catalyst is CCOC(C)=O.[OH-].[Na+]. The yield is 0.645. The product is [CH2:29]([N:31]1[C:35]([O:36][C:37]2[C:38]([NH:50][C:2]3[S:3][N:16]=[C:17]([C@H:18]4[CH2:22][O:21][C:20]5([CH2:23][CH2:24][CH2:25][CH2:26][CH2:27]5)[O:19]4)[N:1]=3)=[N:39][CH:40]=[C:41]([S:43][C:44]3[CH:49]=[CH:48][CH:47]=[CH:46][N:45]=3)[CH:42]=2)=[CH:34][CH:33]=[N:32]1)[CH3:30].